From a dataset of Forward reaction prediction with 1.9M reactions from USPTO patents (1976-2016). Predict the product of the given reaction. (1) Given the reactants [CH:1]1([NH:4][C:5]2[N:10]=[C:9]([C:11]3[CH:16]=[CH:15][CH:14]=[CH:13][N:12]=3)[CH:8]=[C:7]([C:17]3[CH:18]=[N:19][CH:20]=[C:21]([C:23]4[CH:30]=[CH:29][C:26]([CH:27]=O)=[CH:25][CH:24]=4)[CH:22]=3)[CH:6]=2)[CH2:3][CH2:2]1.[C:31]([O:35][C:36](=[O:43])[NH:37][C@@H:38]1[CH2:42][CH2:41][NH:40][CH2:39]1)([CH3:34])([CH3:33])[CH3:32].CC(O)=O.C(O[BH-](OC(=O)C)OC(=O)C)(=O)C.[Na+], predict the reaction product. The product is: [C:31]([O:35][C:36](=[O:43])[NH:37][C@@H:38]1[CH2:42][CH2:41][N:40]([CH2:27][C:26]2[CH:25]=[CH:24][C:23]([C:21]3[CH:22]=[C:17]([C:7]4[CH:6]=[C:5]([NH:4][CH:1]5[CH2:2][CH2:3]5)[N:10]=[C:9]([C:11]5[CH:16]=[CH:15][CH:14]=[CH:13][N:12]=5)[CH:8]=4)[CH:18]=[N:19][CH:20]=3)=[CH:30][CH:29]=2)[CH2:39]1)([CH3:34])([CH3:32])[CH3:33]. (2) Given the reactants C(OC(=O)[NH:7][C@H:8]([CH2:33][C:34]1[CH:39]=[C:38]([F:40])[C:37]([F:41])=[CH:36][C:35]=1[F:42])[CH2:9][C:10]([N:12]1[CH2:17][CH2:16][N:15]2[C:18]([C:29]([F:32])([F:31])[F:30])=[N:19][C:20]([C:21]([N:23]3[CH2:28][CH2:27][O:26][CH2:25][CH2:24]3)=[O:22])=[C:14]2[CH2:13]1)=[O:11])(C)(C)C.[ClH:44], predict the reaction product. The product is: [ClH:44].[NH2:7][C@H:8]([CH2:33][C:34]1[CH:39]=[C:38]([F:40])[C:37]([F:41])=[CH:36][C:35]=1[F:42])[CH2:9][C:10]([N:12]1[CH2:17][CH2:16][N:15]2[C:18]([C:29]([F:30])([F:32])[F:31])=[N:19][C:20]([C:21]([N:23]3[CH2:28][CH2:27][O:26][CH2:25][CH2:24]3)=[O:22])=[C:14]2[CH2:13]1)=[O:11]. (3) Given the reactants [OH:1][C:2]1([CH2:9][N:10]2[CH2:15][CH2:14][C:13]3[NH:16][C:17]([CH:20]=O)=[C:18]([CH3:19])[C:12]=3[C:11]2=[O:22])[CH2:7][CH2:6][N:5]([CH3:8])[CH2:4][CH2:3]1.[F:23][C:24]1[CH:25]=[C:26]2[C:30](=[CH:31][CH:32]=1)[NH:29][C:28](=[O:33])[CH2:27]2, predict the reaction product. The product is: [F:23][C:24]1[CH:25]=[C:26]2[C:30](=[CH:31][CH:32]=1)[NH:29][C:28](=[O:33])[C:27]2=[CH:20][C:17]1[NH:16][C:13]2[CH2:14][CH2:15][N:10]([CH2:9][C:2]3([OH:1])[CH2:7][CH2:6][N:5]([CH3:8])[CH2:4][CH2:3]3)[C:11](=[O:22])[C:12]=2[C:18]=1[CH3:19]. (4) Given the reactants [OH:1][NH:2][C:3]([C:5]1[CH:13]=[CH:12][C:11]2[N:10]3[CH2:14][CH2:15][CH:16]([CH2:17][C:18]([O:20][C:21]([CH3:24])([CH3:23])[CH3:22])=[O:19])[C:9]3=[CH:8][C:7]=2[CH:6]=1)=[NH:4].C(N(CC)CC)C.[Cl:32][C:33]1[N:34]=[CH:35][C:36]([C:39](Cl)=O)=[N:37][CH:38]=1, predict the reaction product. The product is: [Cl:32][C:33]1[N:34]=[CH:35][C:36]([C:39]2[O:1][N:2]=[C:3]([C:5]3[CH:13]=[CH:12][C:11]4[N:10]5[CH2:14][CH2:15][CH:16]([CH2:17][C:18]([O:20][C:21]([CH3:24])([CH3:23])[CH3:22])=[O:19])[C:9]5=[CH:8][C:7]=4[CH:6]=3)[N:4]=2)=[N:37][CH:38]=1. (5) The product is: [Br:19][C:10]1[CH:9]=[N:8][C:3]2[NH:4][C:5](=[O:7])[CH2:6][O:1][C:2]=2[CH:11]=1. Given the reactants [O:1]1[CH2:6][C:5](=[O:7])[NH:4][C:3]2[N:8]=[CH:9][CH:10]=[CH:11][C:2]1=2.C1C(=O)N([Br:19])C(=O)C1.O, predict the reaction product. (6) Given the reactants [Br:1][C:2]1[C:7](=[O:8])[N:6](CC2C=CC(OC)=CC=2)[C:5]([C:18](=[O:32])[CH:19]([C:25]2(O)[CH2:30][CH2:29][CH2:28][CH2:27][CH2:26]2)[C:20]([O:22][CH2:23][CH3:24])=[O:21])=[C:4]([CH3:33])[CH:3]=1.FC(F)(F)C(O)=O, predict the reaction product. The product is: [Br:1][C:2]1[C:7](=[O:8])[N:6]2[C:5](=[C:4]([CH3:33])[CH:3]=1)[C:18](=[O:32])[CH:19]([C:20]([O:22][CH2:23][CH3:24])=[O:21])[C:25]12[CH2:26][CH2:27][CH2:28][CH2:29][CH2:30]1.